From a dataset of Reaction yield outcomes from USPTO patents with 853,638 reactions. Predict the reaction yield, written as a fraction of the theoretical maximum amount of product (1.0 means a 100% yield; for example, 0.34 means a 34% yield). The reactants are [C:1]([CH2:3][C:4]1[C:5]([C:10]#[N:11])=[N:6][CH:7]=[CH:8][CH:9]=1)#[N:2].[O-:12][CH2:13][CH3:14].[Na+]. The catalyst is C(O)C. The product is [CH2:13]([O:12][C:1]1[CH:3]=[C:4]2[C:5](=[C:10]([NH2:11])[N:2]=1)[N:6]=[CH:7][CH:8]=[CH:9]2)[CH3:14]. The yield is 0.140.